Dataset: Catalyst prediction with 721,799 reactions and 888 catalyst types from USPTO. Task: Predict which catalyst facilitates the given reaction. (1) Reactant: [NH2:1][C:2]1[N:6](C(NC)=O)[CH:5]=[N:4][C:3]=1[C:11]([NH2:13])=[O:12].CCN(CC)CC. Product: [NH2:1][C:2]1[NH:6][CH:5]=[N:4][C:3]=1[C:11]([NH2:13])=[O:12]. The catalyst class is: 5. (2) Reactant: [NH2:1][C:2]1[C:3]2[C:10]([C:11]3[CH:16]=[CH:15][C:14]([O:17][C:18]4[CH:23]=[CH:22][CH:21]=[CH:20][CH:19]=4)=[CH:13][CH:12]=3)=[CH:9][N:8]([CH:24]3[CH2:28][CH2:27][CH:26](O)[CH2:25]3)[C:4]=2[N:5]=[CH:6][N:7]=1.[CH3:30][N:31]1[CH2:36][CH2:35][NH:34][CH2:33][CH2:32]1.[C:37]([OH:40])(=[O:39])[CH3:38].[C:41]([O:44][BH-]([O:50][C:51](=[O:53])[CH3:52])OC(=O)C)(=[O:43])[CH3:42].[Na+]. Product: [C:41]([OH:44])(=[O:43])/[CH:42]=[CH:38]\[C:37]([OH:40])=[O:39].[C:51]([OH:50])(=[O:53])/[CH:52]=[CH:38]\[C:37]([OH:40])=[O:39].[C:41]([OH:44])(=[O:43])/[CH:42]=[CH:38]\[C:37]([OH:40])=[O:39].[CH3:30][N:31]1[CH2:36][CH2:35][N:34]([CH:26]2[CH2:27][CH2:28][CH:24]([N:8]3[C:4]4[N:5]=[CH:6][N:7]=[C:2]([NH2:1])[C:3]=4[C:10]([C:11]4[CH:12]=[CH:13][C:14]([O:17][C:18]5[CH:19]=[CH:20][CH:21]=[CH:22][CH:23]=5)=[CH:15][CH:16]=4)=[CH:9]3)[CH2:25]2)[CH2:33][CH2:32]1. The catalyst class is: 327. (3) Reactant: [CH3:1][N:2]1[CH:7]=[C:6](B2OC(C)(C)C(C)(C)O2)[CH:5]=[C:4]([C:17]#[C:18][Si:19]([CH3:22])([CH3:21])[CH3:20])[C:3]1=[O:23].Br[C:25]1[CH:26]=[C:27]([NH:40][S:41]([CH2:44][CH3:45])(=[O:43])=[O:42])[CH:28]=[CH:29][C:30]=1[O:31][C:32]1[CH:37]=[CH:36][C:35]([F:38])=[CH:34][C:33]=1[F:39].[O-]P([O-])([O-])=O.[K+].[K+].[K+]. Product: [F:39][C:33]1[CH:34]=[C:35]([F:38])[CH:36]=[CH:37][C:32]=1[O:31][C:30]1[CH:25]=[CH:26][C:27]([NH:40][S:41]([CH2:44][CH3:45])(=[O:42])=[O:43])=[CH:28][C:29]=1[C:6]1[CH:5]=[C:4]([C:17]#[C:18][Si:19]([CH3:20])([CH3:21])[CH3:22])[C:3](=[O:23])[N:2]([CH3:1])[CH:7]=1. The catalyst class is: 117. (4) Reactant: [CH:1]1([NH:4][C:5]2[C:8](=[O:9])[C:7](=[O:10])[C:6]=2[NH:11][C:12]2[CH:13]=[C:14]([C:18]3[CH:23]=[CH:22][C:21]([O:24][CH2:25][C@@H:26]([C:33]([O:35]C)=[O:34])[NH:27][C:28]([O:30][CH2:31][CH3:32])=[O:29])=[CH:20][CH:19]=3)[CH:15]=[CH:16][CH:17]=2)[CH2:3][CH2:2]1.[OH-].[Li+]. Product: [CH:1]1([NH:4][C:5]2[C:8](=[O:9])[C:7](=[O:10])[C:6]=2[NH:11][C:12]2[CH:13]=[C:14]([C:18]3[CH:19]=[CH:20][C:21]([O:24][CH2:25][C@@H:26]([C:33]([OH:35])=[O:34])[NH:27][C:28]([O:30][CH2:31][CH3:32])=[O:29])=[CH:22][CH:23]=3)[CH:15]=[CH:16][CH:17]=2)[CH2:2][CH2:3]1. The catalyst class is: 87. (5) Reactant: I([O-])(=O)(=O)=O.[Na+].[Cl:7][C:8]1[N:13]=[C:12]([Cl:14])[C:11]([CH3:15])=[C:10]([C:16]([O:18][CH2:19][CH3:20])=C)[N:9]=1.[K].[Mn]([O-])(=O)(=O)=[O:23]. Product: [Cl:7][C:8]1[N:9]=[C:10]([C:16]([O:18][CH2:19][CH3:20])=[O:23])[C:11]([CH3:15])=[C:12]([Cl:14])[N:13]=1. The catalyst class is: 127.